The task is: Regression. Given a peptide amino acid sequence and an MHC pseudo amino acid sequence, predict their binding affinity value. This is MHC class II binding data.. This data is from Peptide-MHC class II binding affinity with 134,281 pairs from IEDB. (1) The peptide sequence is AKKYFAATQFEPLAA. The MHC is HLA-DQA10501-DQB10201 with pseudo-sequence HLA-DQA10501-DQB10201. The binding affinity (normalized) is 0.421. (2) The peptide sequence is NDAIKASTGGAYESY. The MHC is DRB1_0301 with pseudo-sequence DRB1_0301. The binding affinity (normalized) is 0.272. (3) The peptide sequence is GILQIVDKIDAAFKI. The binding affinity (normalized) is 0.679. The MHC is DRB1_0401 with pseudo-sequence DRB1_0401. (4) The peptide sequence is ETSYVKVLHHMVKISGG. The MHC is DRB1_0401 with pseudo-sequence DRB1_0401. The binding affinity (normalized) is 0. (5) The peptide sequence is DPIYKRKVLELAAAL. The MHC is HLA-DPA10301-DPB10402 with pseudo-sequence HLA-DPA10301-DPB10402. The binding affinity (normalized) is 0.275. (6) The peptide sequence is LRLSALRGLFSAVIE. The binding affinity (normalized) is 0.791. The MHC is HLA-DQA10102-DQB10602 with pseudo-sequence HLA-DQA10102-DQB10602. (7) The peptide sequence is ENGEWAIDFCPGVIRRHHG. The MHC is HLA-DPA10301-DPB10402 with pseudo-sequence HLA-DPA10301-DPB10402. The binding affinity (normalized) is 0.354. (8) The peptide sequence is MGDDHFWAVRGGGGE. The MHC is HLA-DQA10501-DQB10201 with pseudo-sequence HLA-DQA10501-DQB10201. The binding affinity (normalized) is 0.174. (9) The peptide sequence is GQNYTYKWETFLTRE. The MHC is DRB1_0301 with pseudo-sequence DRB1_0301. The binding affinity (normalized) is 0.269. (10) The peptide sequence is SGIAFGSMAKKGDEQ. The MHC is DRB5_0101 with pseudo-sequence DRB5_0101. The binding affinity (normalized) is 0.328.